From a dataset of Catalyst prediction with 721,799 reactions and 888 catalyst types from USPTO. Predict which catalyst facilitates the given reaction. (1) Reactant: [CH2:1]([C@H:4]1[CH2:8][N:7](C(OC(C)(C)C)=O)[CH2:6][C@@:5]1([N:28]=[N+:29]=[N-:30])[C:16]([O:18][CH2:19][C:20](=[O:27])[C:21]1[CH:26]=[CH:25][CH:24]=[CH:23][CH:22]=1)=[O:17])[CH:2]=[CH2:3].[F:31][C:32]([F:37])([F:36])[C:33]([OH:35])=[O:34]. Product: [F:31][C:32]([F:37])([F:36])[C:33]([OH:35])=[O:34].[CH2:1]([C@H:4]1[CH2:8][NH:7][CH2:6][C@@:5]1([N:28]=[N+:29]=[N-:30])[C:16]([O:18][CH2:19][C:20](=[O:27])[C:21]1[CH:26]=[CH:25][CH:24]=[CH:23][CH:22]=1)=[O:17])[CH:2]=[CH2:3]. The catalyst class is: 2. (2) Reactant: [C:1]([C:3]1[CH:4]=[C:5]([CH:24]=[CH:25][CH:26]=1)[C:6]([NH:8][C:9]1[CH:10]=[C:11]2[C:15](=[CH:16][CH:17]=1)[NH:14][CH:13]=[C:12]2[CH:18]1[CH2:23][CH2:22][NH:21][CH2:20][CH2:19]1)=[O:7])#[N:2].[CH:27]1([S:32](Cl)(=[O:34])=[O:33])[CH2:31][CH2:30][CH2:29][CH2:28]1.C(N(CC)CC)C.C(=O)(O)[O-].[Na+]. Product: [C:1]([C:3]1[CH:4]=[C:5]([CH:24]=[CH:25][CH:26]=1)[C:6]([NH:8][C:9]1[CH:10]=[C:11]2[C:15](=[CH:16][CH:17]=1)[NH:14][CH:13]=[C:12]2[CH:18]1[CH2:19][CH2:20][N:21]([S:32]([CH:27]2[CH2:31][CH2:30][CH2:29][CH2:28]2)(=[O:34])=[O:33])[CH2:22][CH2:23]1)=[O:7])#[N:2]. The catalyst class is: 35.